From a dataset of Peptide-MHC class I binding affinity with 185,985 pairs from IEDB/IMGT. Regression. Given a peptide amino acid sequence and an MHC pseudo amino acid sequence, predict their binding affinity value. This is MHC class I binding data. (1) The peptide sequence is FQWSDDPFI. The MHC is HLA-A02:11 with pseudo-sequence HLA-A02:11. The binding affinity (normalized) is 0.898. (2) The peptide sequence is LLVVMGTLV. The MHC is HLA-A02:01 with pseudo-sequence HLA-A02:01. The binding affinity (normalized) is 0.334.